From a dataset of Forward reaction prediction with 1.9M reactions from USPTO patents (1976-2016). Predict the product of the given reaction. (1) Given the reactants [Cl:1][C:2]1[CH:46]=[CH:45][C:5]([CH2:6][C@@H:7]([NH:31][CH:32]2[CH2:37][CH2:36][N:35](C(OC(C)(C)C)=O)[CH2:34][CH2:33]2)[C:8]([N:10]2[CH2:15][CH2:14][CH:13]([N:16]([CH:25]3[CH2:30][CH2:29][CH2:28][CH2:27][CH2:26]3)[C:17]3[CH:22]=[CH:21][C:20]([O:23][CH3:24])=[CH:19][CH:18]=3)[CH2:12][CH2:11]2)=[O:9])=[CH:4][CH:3]=1.Cl, predict the reaction product. The product is: [Cl:1][C:2]1[CH:46]=[CH:45][C:5]([CH2:6][C@@H:7]([NH:31][CH:32]2[CH2:33][CH2:34][NH:35][CH2:36][CH2:37]2)[C:8]([N:10]2[CH2:15][CH2:14][CH:13]([N:16]([CH:25]3[CH2:30][CH2:29][CH2:28][CH2:27][CH2:26]3)[C:17]3[CH:22]=[CH:21][C:20]([O:23][CH3:24])=[CH:19][CH:18]=3)[CH2:12][CH2:11]2)=[O:9])=[CH:4][CH:3]=1. (2) Given the reactants [CH3:1][O:2][C:3]1[CH:8]=[CH:7][CH:6]=[CH:5][C:4]=1[C:9]1[C:10]2[N:11]([N:15]=[C:16]([NH2:18])[N:17]=2)[CH:12]=[CH:13][CH:14]=1.Br[C:20]1[CH:21]=[C:22]([N:26]2[CH2:31][CH2:30][N:29]([CH3:32])[CH2:28][CH2:27]2)[CH:23]=[CH:24][CH:25]=1.C1(P(C2CCCCC2)C2C=CC=CC=2C2C=CC=CC=2P(C2CCCCC2)C2CCCCC2)CCCCC1, predict the reaction product. The product is: [CH3:1][O:2][C:3]1[CH:8]=[CH:7][CH:6]=[CH:5][C:4]=1[C:9]1[C:10]2[N:11]([N:15]=[C:16]([NH:18][C:20]3[CH:25]=[CH:24][CH:23]=[C:22]([N:26]4[CH2:31][CH2:30][N:29]([CH3:32])[CH2:28][CH2:27]4)[CH:21]=3)[N:17]=2)[CH:12]=[CH:13][CH:14]=1. (3) The product is: [CH2:44]([O:34][C:33](=[O:39])[C:32]([C:12]1[C:13]2[C:18](=[CH:17][CH:16]=[C:15]([C:19]3[CH:24]=[CH:23][C:22]([O:25][C:26]([F:27])([F:28])[F:29])=[CH:21][CH:20]=3)[CH:14]=2)[N:10]([C:7]2[CH:8]=[CH:9][C:4]([O:3][C:2]([F:1])([F:30])[F:31])=[CH:5][CH:6]=2)[CH:11]=1)=[O:36])[CH3:45]. Given the reactants [F:1][C:2]([F:31])([F:30])[O:3][C:4]1[CH:9]=[CH:8][C:7]([N:10]2[C:18]3[C:13](=[CH:14][C:15]([C:19]4[CH:24]=[CH:23][C:22]([O:25][C:26]([F:29])([F:28])[F:27])=[CH:21][CH:20]=4)=[CH:16][CH:17]=3)[CH:12]=[CH:11]2)=[CH:6][CH:5]=1.[C:32](Cl)(=[O:36])[C:33](Cl)=[O:34].C([O-])(O)=[O:39].[Na+].Cl.[CH2:44]1COC[CH2:45]1, predict the reaction product.